This data is from NCI-60 drug combinations with 297,098 pairs across 59 cell lines. The task is: Regression. Given two drug SMILES strings and cell line genomic features, predict the synergy score measuring deviation from expected non-interaction effect. Drug 1: C1CN1P(=S)(N2CC2)N3CC3. Drug 2: CC1C(C(CC(O1)OC2CC(OC(C2O)C)OC3=CC4=CC5=C(C(=O)C(C(C5)C(C(=O)C(C(C)O)O)OC)OC6CC(C(C(O6)C)O)OC7CC(C(C(O7)C)O)OC8CC(C(C(O8)C)O)(C)O)C(=C4C(=C3C)O)O)O)O. Cell line: UACC62. Synergy scores: CSS=40.1, Synergy_ZIP=-4.96, Synergy_Bliss=-0.216, Synergy_Loewe=-1.64, Synergy_HSA=-0.244.